This data is from Retrosynthesis with 50K atom-mapped reactions and 10 reaction types from USPTO. The task is: Predict the reactants needed to synthesize the given product. (1) Given the product COc1ccc(C(=O)c2ccc3cccnc3c2N)cc1, predict the reactants needed to synthesize it. The reactants are: COc1ccc(C(=O)c2ccc3cccnc3c2[N+](=O)[O-])cc1. (2) Given the product COCC1(COc2c(-c3cccc4c3CCC4=O)ccc(OC)c2OC(F)F)COC1, predict the reactants needed to synthesize it. The reactants are: COCC1(CBr)COC1.COc1ccc(-c2cccc3c2CCC3=O)c(O)c1OC(F)F. (3) Given the product COc1ccc2c(-c3cccc(C(F)(F)F)c3)nc(Nc3cc[nH]n3)cc2c1, predict the reactants needed to synthesize it. The reactants are: COc1ccc2c(Cl)nc(Nc3cc[nH]n3)cc2c1.OB(O)c1cccc(C(F)(F)F)c1. (4) Given the product O=C(C1CCC1)N1CCCCC1C/C=C/c1ccccc1, predict the reactants needed to synthesize it. The reactants are: C(=C/c1ccccc1)\CC1CCCCN1.O=C(O)C1CCC1. (5) Given the product CC(C)(C=O)c1ccc(Cl)cc1, predict the reactants needed to synthesize it. The reactants are: CC(C)(CO)c1ccc(Cl)cc1. (6) The reactants are: CC(C)(C)OC(=O)N1CC[C@H]1COc1cncc(CCc2cccc(CCl)c2)c1.[N-]=[N+]=[N-]. Given the product CC(C)(C)OC(=O)N1CC[C@H]1COc1cncc(CCc2cccc(CN=[N+]=[N-])c2)c1, predict the reactants needed to synthesize it. (7) Given the product COc1ccc(CNc2nc(-n3ccnc3C)nc3sc(C(F)(F)F)cc23)cc1OC, predict the reactants needed to synthesize it. The reactants are: COc1ccc(CNc2nc(Cl)nc3sc(C(F)(F)F)cc23)cc1OC.Cc1ncc[nH]1. (8) Given the product COc1cc(C)cc(C)c1-c1cccc2c(N(CC3CCOCC3)CC3CC3)c(OC)nn12, predict the reactants needed to synthesize it. The reactants are: COc1cc(C)cc(C)c1-c1cccc2c(NCC3CC3)c(OC)nn12.O=CC1CCOCC1.